This data is from Peptide-MHC class I binding affinity with 185,985 pairs from IEDB/IMGT. The task is: Regression. Given a peptide amino acid sequence and an MHC pseudo amino acid sequence, predict their binding affinity value. This is MHC class I binding data. (1) The MHC is HLA-B40:01 with pseudo-sequence HLA-B40:01. The binding affinity (normalized) is 0. The peptide sequence is VIPMFSAL. (2) The peptide sequence is GFHPTARRPF. The MHC is Patr-A0701 with pseudo-sequence Patr-A0701. The binding affinity (normalized) is 0.0168. (3) The peptide sequence is SLEATFIDV. The MHC is HLA-A68:02 with pseudo-sequence HLA-A68:02. The binding affinity (normalized) is 0.711. (4) The peptide sequence is TILALFLAHY. The MHC is HLA-A01:01 with pseudo-sequence HLA-A01:01. The binding affinity (normalized) is 0.0956. (5) The peptide sequence is YLGPTIRVW. The MHC is HLA-B15:01 with pseudo-sequence HLA-B15:01. The binding affinity (normalized) is 0.343. (6) The peptide sequence is LRQGYRPVF. The MHC is HLA-B27:05 with pseudo-sequence HLA-B27:05. The binding affinity (normalized) is 0.636. (7) The peptide sequence is KEKGGLEGM. The MHC is HLA-B18:01 with pseudo-sequence HLA-B18:01. The binding affinity (normalized) is 0. (8) The peptide sequence is KNDAVYIGY. The MHC is HLA-B27:05 with pseudo-sequence HLA-B27:05. The binding affinity (normalized) is 0.0847. (9) The peptide sequence is FVDVGVSAL. The MHC is HLA-C04:01 with pseudo-sequence HLA-C04:01. The binding affinity (normalized) is 0.0847. (10) The peptide sequence is FRLMRTNFL. The MHC is HLA-B40:01 with pseudo-sequence HLA-B40:01. The binding affinity (normalized) is 0.0847.